From a dataset of Reaction yield outcomes from USPTO patents with 853,638 reactions. Predict the reaction yield, written as a fraction of the theoretical maximum amount of product (1.0 means a 100% yield; for example, 0.34 means a 34% yield). (1) The product is [N+:1]([C:4]1[CH:5]=[CH:6][C:7]([CH2:8][O:9][C:36]2[CH:35]=[CH:34][CH:33]=[C:32]([F:31])[CH:37]=2)=[CH:10][CH:11]=1)([O-:3])=[O:2]. The yield is 0.780. The reactants are [N+:1]([C:4]1[CH:11]=[CH:10][C:7]([CH2:8][OH:9])=[CH:6][CH:5]=1)([O-:3])=[O:2].C1(P(C2C=CC=CC=2)C2C=CC=CC=2)C=CC=CC=1.[F:31][C:32]1[CH:33]=[C:34](O)[CH:35]=[CH:36][CH:37]=1. The catalyst is O1CCCC1. (2) The reactants are [Br-].[CH2:2]([Zn+])[C:3]1[CH:8]=[CH:7][CH:6]=[CH:5][CH:4]=1.[CH:10]1([C:16](Cl)=[O:17])[CH2:15][CH2:14][CH2:13][CH2:12][CH2:11]1. The catalyst is O1CCCC1. The product is [CH:10]1([C:16]([CH2:2][C:3]2[CH:8]=[CH:7][CH:6]=[CH:5][CH:4]=2)=[O:17])[CH2:15][CH2:14][CH2:13][CH2:12][CH2:11]1. The yield is 0.520. (3) The reactants are [C:1]([O:7][CH2:8][N:9]1[C:13]2[N:14]=[N:15][CH:16]=[C:17]([C:18]3[CH:19]=[N:20][N:21]([CH:23]4[CH2:27][CH2:26][CH2:25][CH:24]4[CH:28]=O)[CH:22]=3)[C:12]=2[CH:11]=[CH:10]1)(=[O:6])[C:2]([CH3:5])([CH3:4])[CH3:3].[OH-].[NH4+:31].II. The catalyst is C1COCC1. The product is [C:1]([O:7][CH2:8][N:9]1[C:13]2[N:14]=[N:15][CH:16]=[C:17]([C:18]3[CH:19]=[N:20][N:21]([CH:23]4[CH2:27][CH2:26][CH2:25][CH:24]4[C:28]#[N:31])[CH:22]=3)[C:12]=2[CH:11]=[CH:10]1)(=[O:6])[C:2]([CH3:3])([CH3:5])[CH3:4]. The yield is 0.800. (4) The reactants are [Cl:1][C:2]1[CH:16]=[CH:15][C:5]([CH2:6][NH:7][C:8](=[O:14])[CH2:9][C:10]([F:13])([F:12])[F:11])=[CH:4][C:3]=1[CH:17]=O.[CH:19]1([NH2:22])[CH2:21][CH2:20]1.[BH4-].[Na+]. The catalyst is CO. The product is [Cl:1][C:2]1[CH:16]=[CH:15][C:5]([CH2:6][NH:7][C:8](=[O:14])[CH2:9][C:10]([F:13])([F:12])[F:11])=[CH:4][C:3]=1[CH2:17][NH:22][CH:19]1[CH2:21][CH2:20]1. The yield is 0.960.